From a dataset of Full USPTO retrosynthesis dataset with 1.9M reactions from patents (1976-2016). Predict the reactants needed to synthesize the given product. (1) Given the product [CH3:1][O:2][C:3](=[O:29])[C:4]([S:20]([C:23]1[CH:24]=[CH:25][CH:26]=[CH:27][CH:28]=1)(=[O:22])=[O:21])([CH:6]1[CH2:18][CH2:17][C:16]2[C:15]3[C:10](=[CH:11][CH:12]=[C:13]([Cl:19])[CH:14]=3)[N:9]([CH2:34][O:35][CH3:36])[C:8]=2[CH2:7]1)[CH3:5], predict the reactants needed to synthesize it. The reactants are: [CH3:1][O:2][C:3](=[O:29])[C:4]([S:20]([C:23]1[CH:28]=[CH:27][CH:26]=[CH:25][CH:24]=1)(=[O:22])=[O:21])([CH:6]1[CH2:18][CH2:17][C:16]2[C:15]3[C:10](=[CH:11][CH:12]=[C:13]([Cl:19])[CH:14]=3)[NH:9][C:8]=2[CH2:7]1)[CH3:5].[H-].[Na+].ClC[CH2:34][O:35][CH3:36]. (2) Given the product [OH2:4].[C:1]([OH:13])(=[O:12])[CH2:2][C:3]([CH2:8][C:9]([OH:11])=[O:10])([C:5]([OH:7])=[O:6])[OH:4].[C:14]1([C:20]2[S:24][C:23]([O:25][C@@H:26]3[CH:33]4[CH2:34][N:29]5[CH2:30][CH:31]([CH2:35][CH:27]3[CH2:28]5)[CH2:32]4)=[N:22][N:21]=2)[CH:15]=[CH:16][CH:17]=[CH:18][CH:19]=1, predict the reactants needed to synthesize it. The reactants are: [C:1]([OH:13])(=[O:12])[CH2:2][C:3]([CH2:8][C:9]([OH:11])=[O:10])([C:5]([OH:7])=[O:6])[OH:4].[C:14]1([C:20]2[S:24][C:23]([O:25][C@@H:26]3[CH:33]4[CH2:34][N:29]5[CH2:30][CH:31]([CH2:35][CH:27]3[CH2:28]5)[CH2:32]4)=[N:22][N:21]=2)[CH:19]=[CH:18][CH:17]=[CH:16][CH:15]=1. (3) Given the product [C:30]([C:29]1[CH:32]=[CH:33][C:34]([C:36]([F:37])([F:38])[F:39])=[CH:35][C:28]=1[C:16]1[CH:17]=[C:8]([C:5]2[CH:4]=[CH:3][C:2]([CH3:1])=[CH:7][N:6]=2)[CH:9]=[C:10]([C:11]([O:13][CH3:14])=[O:12])[CH:15]=1)#[N:31], predict the reactants needed to synthesize it. The reactants are: [CH3:1][C:2]1[CH:3]=[CH:4][C:5]([C:8]2[CH:9]=[C:10]([CH:15]=[C:16](B3OC(C)(C)C(C)(C)O3)[CH:17]=2)[C:11]([O:13][CH3:14])=[O:12])=[N:6][CH:7]=1.Br[C:28]1[CH:35]=[C:34]([C:36]([F:39])([F:38])[F:37])[CH:33]=[CH:32][C:29]=1[C:30]#[N:31].C(=O)([O-])[O-].[Cs+].[Cs+].O. (4) The reactants are: [Br-:1].[CH3:2][N:3]([CH3:39])[C:4]1[CH:5]=[CH:6][C:7]2[C:16]([CH:17]=1)=[O+:15][C:14]1[C:9](=[CH:10][CH:11]=[C:12]([N:18]([CH3:20])[CH3:19])[CH:13]=1)[C:8]=2[C:21]1[CH:26]=[CH:25][C:24]([N+:27]([O-])=O)=[C:23]([NH2:30])[C:22]=1[C:31]([O:33][CH2:34][O:35][C:36](=[O:38])[CH3:37])=[O:32]. Given the product [Br-:1].[CH3:20][N:18]([CH3:19])[C:12]1[CH:11]=[CH:10][C:9]2[C:14]([CH:13]=1)=[O+:15][C:16]1[C:7](=[CH:6][CH:5]=[C:4]([N:3]([CH3:2])[CH3:39])[CH:17]=1)[C:8]=2[C:21]1[CH:26]=[CH:25][C:24]([NH2:27])=[C:23]([NH2:30])[C:22]=1[C:31]([O:33][CH2:34][O:35][C:36](=[O:38])[CH3:37])=[O:32], predict the reactants needed to synthesize it. (5) Given the product [CH:28]1([C:16]2[N:15]=[CH:14][C:23]3[C:18](=[CH:19][C:20]([O:26][CH3:27])=[C:21]([O:24][CH3:25])[C:22]=3[NH:12][CH2:11][CH2:10][NH:9][C:4]3[CH:5]=[CH:6][CH:7]=[CH:8][C:3]=3[O:2][CH3:1])[N:17]=2)[CH2:30][CH2:29]1, predict the reactants needed to synthesize it. The reactants are: [CH3:1][O:2][C:3]1[CH:8]=[CH:7][CH:6]=[CH:5][C:4]=1[NH:9][CH2:10][CH2:11][NH2:12].Cl[C:14]1[C:23]2[C:18](=[CH:19][C:20]([O:26][CH3:27])=[C:21]([O:24][CH3:25])[CH:22]=2)[N:17]=[C:16]([CH:28]2[CH2:30][CH2:29]2)[N:15]=1.C([O-])([O-])=O.[K+].[K+]. (6) Given the product [CH3:1][O:2][C:3]([C@@H:5]1[CH2:9][C@@H:8]([S:10]([CH2:13][CH:14]2[CH2:16][CH2:15]2)(=[O:12])=[O:11])[CH2:7][N:6]1[C:17]1[N:30]([CH2:23][C:24]2[CH:29]=[CH:28][CH:27]=[CH:26][CH:25]=2)[N:31]=[C:19]([CH3:20])[CH:18]=1)=[O:4], predict the reactants needed to synthesize it. The reactants are: [CH3:1][O:2][C:3]([C@@H:5]1[CH2:9][C@@H:8]([S:10]([CH2:13][CH:14]2[CH2:16][CH2:15]2)(=[O:12])=[O:11])[CH2:7][N:6]1[C:17](=S)[CH2:18][C:19](=O)[CH3:20])=[O:4].[CH2:23]([NH:30][NH2:31])[C:24]1[CH:29]=[CH:28][CH:27]=[CH:26][CH:25]=1.